From a dataset of Reaction yield outcomes from USPTO patents with 853,638 reactions. Predict the reaction yield, written as a fraction of the theoretical maximum amount of product (1.0 means a 100% yield; for example, 0.34 means a 34% yield). (1) The reactants are [CH2:1]([NH2:4])[C:2]#[CH:3].[CH3:5][C:6]1[O:10][N:9]=[C:8]([C:11]2[CH:16]=[CH:15][CH:14]=[CH:13][CH:12]=2)[C:7]=1[C:17]1[N:18]=[CH:19][N:20]([C:22]2[CH:30]=[CH:29][CH:28]=[CH:27][C:23]=2[C:24]([OH:26])=O)[CH:21]=1. No catalyst specified. The product is [CH3:5][C:6]1[O:10][N:9]=[C:8]([C:11]2[CH:16]=[CH:15][CH:14]=[CH:13][CH:12]=2)[C:7]=1[C:17]1[N:18]=[CH:19][N:20]([C:22]2[CH:30]=[CH:29][CH:28]=[CH:27][C:23]=2[C:24]([NH:4][CH2:1][C:2]#[CH:3])=[O:26])[CH:21]=1. The yield is 0.250. (2) The reactants are [NH:1]1[CH:5]=[CH:4][N:3]=[C:2]1[C:6]1[CH:12]=[CH:11][CH:10]=[CH:9][C:7]=1[NH2:8].[N:13]#[C:14][Br:15].O. The catalyst is CO. The product is [BrH:15].[N:1]1[CH:5]=[CH:4][N:3]2[C:2]=1[C:6]1[CH:12]=[CH:11][CH:10]=[CH:9][C:7]=1[N:8]=[C:14]2[NH2:13]. The yield is 0.610. (3) The reactants are C(C1C(=O)C(Cl)=C(Cl)C(=O)C=1C#N)#N.[F:15][C:16]1[CH:17]=[C:18]2[C:23](=[CH:24][CH:25]=1)[NH:22][C:21](=[O:26])[CH2:20][CH2:19]2. The catalyst is O1CCOCC1. The product is [F:15][C:16]1[CH:17]=[C:18]2[C:23](=[CH:24][CH:25]=1)[NH:22][C:21](=[O:26])[CH:20]=[CH:19]2. The yield is 0.310. (4) The reactants are [CH:1]1([CH2:6][CH:7]([C:11]2[CH:16]=[CH:15][C:14]([S:17]([CH3:20])(=[O:19])=[O:18])=[C:13]([C:21]([F:24])([F:23])[F:22])[CH:12]=2)[C:8](O)=[O:9])[CH2:5][CH2:4][CH2:3][CH2:2]1.C1(P(C2C=CC=CC=2)C2C=CC=CC=2)C=CC=CC=1.BrN1C(=O)CCC1=O.[NH2:52][C:53]1[CH:58]=[CH:57][CH:56]=[CH:55][N:54]=1. The catalyst is C(Cl)Cl.N1C=CC=CC=1. The product is [CH:1]1([CH2:6][CH:7]([C:11]2[CH:16]=[CH:15][C:14]([S:17]([CH3:20])(=[O:18])=[O:19])=[C:13]([C:21]([F:22])([F:23])[F:24])[CH:12]=2)[C:8]([NH:52][C:53]2[CH:58]=[CH:57][CH:56]=[CH:55][N:54]=2)=[O:9])[CH2:2][CH2:3][CH2:4][CH2:5]1. The yield is 0.615.